Dataset: Catalyst prediction with 721,799 reactions and 888 catalyst types from USPTO. Task: Predict which catalyst facilitates the given reaction. (1) Reactant: [C:1]([O:5][C:6]([N:8]1[CH2:13][CH2:12][C:11]2[NH:14][C:15]([C:17]3[CH:22]=[CH:21][N:20]=[C:19]([NH2:23])[N:18]=3)=[CH:16][C:10]=2[C:9]1=[O:24])=[O:7])([CH3:4])([CH3:3])[CH3:2].CCN(CC)CC.[C:32]1([C:38](Cl)=[O:39])[CH:37]=[CH:36][CH:35]=[CH:34][CH:33]=1.[OH-].[Na+]. Product: [C:1]([O:5][C:6]([N:8]1[CH2:13][CH2:12][C:11]2[NH:14][C:15]([C:17]3[CH:22]=[CH:21][N:20]=[C:19]([NH:23][C:38](=[O:39])[C:32]4[CH:37]=[CH:36][CH:35]=[CH:34][CH:33]=4)[N:18]=3)=[CH:16][C:10]=2[C:9]1=[O:24])=[O:7])([CH3:4])([CH3:2])[CH3:3]. The catalyst class is: 1. (2) Reactant: [OH-].[NH4+:2].[CH3:3][N:4]([N:6]=[N:7][C:8]1[C:12]([Br:13])=[CH:11][S:10][C:9]=1[C:14]([O:16]C)=O)[CH3:5].O. Product: [CH3:3][N:4]([N:6]=[N:7][C:8]1[C:12]([Br:13])=[CH:11][S:10][C:9]=1[C:14]([NH2:2])=[O:16])[CH3:5]. The catalyst class is: 1. (3) Reactant: O=[CH:2][C@@H:3]([C@H:5]([C@@H:7]([C@@H:9]([CH2:11][OH:12])O)O)O)O.OP([O-])(O)=O.[K+].[OH-:19].[Na+].S([O-])([O-])(=O)=O.[NH4+:26].[NH4+:27]. Product: [NH2:26][C@H:9]([C:11]([OH:12])=[O:19])[CH2:7][CH2:5][CH2:3][CH2:2][NH2:27]. The catalyst class is: 553.